This data is from Forward reaction prediction with 1.9M reactions from USPTO patents (1976-2016). The task is: Predict the product of the given reaction. (1) Given the reactants C[O:2][C:3](=[O:41])[CH2:4][O:5][C:6]1[CH:11]=[CH:10][C:9]([C:12]2[CH:13]=[C:14]3[C:18](=[CH:19][CH:20]=2)[N:17]([CH2:21][C:22]2[CH:27]=[CH:26][CH:25]=[CH:24][CH:23]=2)[C:16]([C:28]2[CH:33]=[CH:32][CH:31]=[CH:30][CH:29]=2)=[C:15]3[CH2:34][C:35]2[CH:40]=[CH:39][CH:38]=[CH:37][CH:36]=2)=[CH:8][CH:7]=1.[OH-].[K+], predict the reaction product. The product is: [CH2:21]([N:17]1[C:18]2[C:14](=[CH:13][C:12]([C:9]3[CH:10]=[CH:11][C:6]([O:5][CH2:4][C:3]([OH:41])=[O:2])=[CH:7][CH:8]=3)=[CH:20][CH:19]=2)[C:15]([CH2:34][C:35]2[CH:36]=[CH:37][CH:38]=[CH:39][CH:40]=2)=[C:16]1[C:28]1[CH:33]=[CH:32][CH:31]=[CH:30][CH:29]=1)[C:22]1[CH:23]=[CH:24][CH:25]=[CH:26][CH:27]=1. (2) Given the reactants [Cl:1][C:2]1[C:7]([OH:8])=[CH:6][CH:5]=[C:4]([CH2:9][NH:10][C:11]2[C:16]([Cl:17])=[C:15]([CH3:18])[N:14]=[C:13]([CH3:19])[N:12]=2)[N:3]=1.C(=O)([O-])[O-].[K+].[K+].Cl[C:27]1[CH:28]=[CH:29][C:30]2[N:31]([C:33]([N+:36]([O-:38])=[O:37])=[CH:34][N:35]=2)[N:32]=1.O, predict the reaction product. The product is: [Cl:17][C:16]1[C:11]([NH:10][CH2:9][C:4]2[CH:5]=[CH:6][C:7]([O:8][C:27]3[CH:28]=[CH:29][C:30]4[N:31]([C:33]([N+:36]([O-:38])=[O:37])=[CH:34][N:35]=4)[N:32]=3)=[C:2]([Cl:1])[N:3]=2)=[N:12][C:13]([CH3:19])=[N:14][C:15]=1[CH3:18]. (3) Given the reactants [CH2:1]([O:3][C:4]([C:6]1[C:7]([OH:23])=[C:8]2[C:15]([C:16]3[CH:21]=[CH:20][C:19]([Cl:22])=[CH:18][CH:17]=3)=[N:14][S:13][C:9]2=[C:10]([I:12])[N:11]=1)=[O:5])[CH3:2].[CH3:24][C:25]([CH3:30])([CH3:29])[C:26](Cl)=[O:27].CCN(CC)CC, predict the reaction product. The product is: [CH2:1]([O:3][C:4]([C:6]1[C:7]([O:23][C:26](=[O:27])[C:25]([CH3:30])([CH3:29])[CH3:24])=[C:8]2[C:15]([C:16]3[CH:21]=[CH:20][C:19]([Cl:22])=[CH:18][CH:17]=3)=[N:14][S:13][C:9]2=[C:10]([I:12])[N:11]=1)=[O:5])[CH3:2]. (4) Given the reactants C[O:2][C:3](=[O:44])[C@H:4]([CH2:34][C:35]1[C:43]2[C:38](=[CH:39][CH:40]=[CH:41][CH:42]=2)[NH:37][CH:36]=1)[N:5]([C:13](=[O:33])[C@H:14]([CH2:29][C:30](=[O:32])[OH:31])[NH:15][C:16](=[O:28])[C@H:17]([CH2:24][CH2:25][S:26][CH3:27])[NH:18][C:19](=[O:23])[C@H:20]([CH3:22])[NH2:21])CC1C=CC=CC=1, predict the reaction product. The product is: [NH2:21][C@@H:20]([CH3:22])[C:19]([NH:18][C@@H:17]([CH2:24][CH2:25][S:26][CH3:27])[C:16]([NH:15][C@H:14]([C:13]([NH:5][C@H:4]([C:3]([OH:44])=[O:2])[CH2:34][C:35]1[C:43]2[C:38](=[CH:39][CH:40]=[CH:41][CH:42]=2)[NH:37][CH:36]=1)=[O:33])[CH2:29][C:30]([OH:32])=[O:31])=[O:28])=[O:23]. (5) Given the reactants [Cl:1][C:2]1[CH:9]=[CH:8][C:5]([C:6]#[N:7])=[C:4]([NH:10][CH:11]2[CH2:16][C:15]([CH3:18])([CH3:17])[NH:14][C:13]([CH3:20])([CH3:19])[CH2:12]2)[CH:3]=1.C(=O)([O-])[O-].[K+].[K+].I[CH2:28][CH3:29], predict the reaction product. The product is: [Cl:1][C:2]1[CH:9]=[CH:8][C:5]([C:6]#[N:7])=[C:4]([NH:10][CH:11]2[CH2:16][C:15]([CH3:18])([CH3:17])[N:14]([CH2:28][CH3:29])[C:13]([CH3:20])([CH3:19])[CH2:12]2)[CH:3]=1. (6) Given the reactants [K].CC(C)([O-])C.[I-].[CH:8]1([CH2:14][CH2:15][P+](C2C=CC=CC=2)(C2C=CC=CC=2)C2C=CC=CC=2)[CH2:13][CH2:12][CH2:11][CH2:10][CH2:9]1.[CH2:35]([O:37][C:38](=[O:49])[C:39]([C:41]1[CH:46]=[CH:45][C:44]([S:47][CH3:48])=[CH:43][CH:42]=1)=O)[CH3:36], predict the reaction product. The product is: [CH2:35]([O:37][C:38](=[O:49])/[C:39](/[C:41]1[CH:46]=[CH:45][C:44]([S:47][CH3:48])=[CH:43][CH:42]=1)=[CH:15]/[CH2:14][CH:8]1[CH2:13][CH2:12][CH2:11][CH2:10][CH2:9]1)[CH3:36]. (7) Given the reactants [NH2:1][C:2]1[N:6]([C:7]2[CH:16]=[C:15]3[C:10]([C:11](=[O:17])[NH:12][CH:13]=[N:14]3)=[CH:9][CH:8]=2)[N:5]=[C:4]([C:18]([CH3:21])([CH3:20])[CH3:19])[CH:3]=1.[Cl:22][C:23]1[C:28]([Cl:29])=[CH:27][CH:26]=[CH:25][C:24]=1[N:30]=[C:31]=[O:32], predict the reaction product. The product is: [C:18]([C:4]1[CH:3]=[C:2]([NH:1][C:31]([NH:30][C:24]2[CH:25]=[CH:26][CH:27]=[C:28]([Cl:29])[C:23]=2[Cl:22])=[O:32])[N:6]([C:7]2[CH:16]=[C:15]3[C:10]([C:11](=[O:17])[NH:12][CH:13]=[N:14]3)=[CH:9][CH:8]=2)[N:5]=1)([CH3:21])([CH3:20])[CH3:19].